From a dataset of Forward reaction prediction with 1.9M reactions from USPTO patents (1976-2016). Predict the product of the given reaction. (1) The product is: [O:15]1[CH2:23][CH2:24][CH2:25][O:26][CH:14]1[C:13]1[CH:12]=[C:11]([N:10]2[C:6]([C:2]3[O:1][CH:5]=[CH:4][CH:3]=3)=[CH:7][C:8]([C:19]([F:20])([F:22])[F:21])=[N:9]2)[CH:18]=[CH:17][CH:16]=1. Given the reactants [O:1]1[CH:5]=[CH:4][CH:3]=[C:2]1[C:6]1[N:10]([C:11]2[CH:12]=[C:13]([CH:16]=[CH:17][CH:18]=2)[CH:14]=[O:15])[N:9]=[C:8]([C:19]([F:22])([F:21])[F:20])[CH:7]=1.[CH2:23](O)[CH2:24][CH2:25][OH:26].O.C1(C)C=CC(S(O)(=O)=O)=CC=1, predict the reaction product. (2) Given the reactants [CH2:1](C1C(=O)C2C=CSC=2CC1)CC.[C:14]1(=[O:24])[C:23]2[C:18](=[CH:19][CH:20]=[CH:21][CH:22]=2)[CH2:17][CH2:16][CH2:15]1.C(I)C, predict the reaction product. The product is: [CH2:15]([CH:16]1[CH2:17][C:18]2[C:23](=[CH:22][CH:21]=[CH:20][CH:19]=2)[C:14]1=[O:24])[CH3:1]. (3) Given the reactants [NH2:1][C:2]1[CH:10]=[CH:9][C:8]([N+:11]([O-:13])=[O:12])=[CH:7][C:3]=1[C:4]([NH2:6])=[O:5].[OH:14][C:15]1[C:22]([CH3:23])=[CH:21][C:18]([CH:19]=O)=[CH:17][C:16]=1[CH3:24].S(=O)(O)[O-].[Na+].O.C1(C)C=CC(S(O)(=O)=O)=CC=1, predict the reaction product. The product is: [OH:14][C:15]1[C:22]([CH3:23])=[CH:21][C:18]([C:19]2[NH:6][C:4](=[O:5])[C:3]3[C:2](=[CH:10][CH:9]=[C:8]([N+:11]([O-:13])=[O:12])[CH:7]=3)[N:1]=2)=[CH:17][C:16]=1[CH3:24]. (4) Given the reactants CC(C[AlH]CC(C)C)C.[C:10]([C:14]1[CH:19]=[CH:18][C:17]([C:20]2[CH:25]=[CH:24][C:23](/[C:26](/[CH3:33])=[CH:27]/[C:28](OCC)=[O:29])=[CH:22][CH:21]=2)=[CH:16][CH:15]=1)([CH3:13])([CH3:12])[CH3:11], predict the reaction product. The product is: [C:10]([C:14]1[CH:19]=[CH:18][C:17]([C:20]2[CH:21]=[CH:22][C:23](/[C:26](/[CH3:33])=[CH:27]/[CH2:28][OH:29])=[CH:24][CH:25]=2)=[CH:16][CH:15]=1)([CH3:13])([CH3:11])[CH3:12]. (5) Given the reactants [F:1][C:2]1[CH:3]=[C:4]([CH2:9][C:10]([OH:12])=[O:11])[CH:5]=[CH:6][C:7]=1[OH:8].S(Cl)(Cl)=O.[CH3:17]O, predict the reaction product. The product is: [F:1][C:2]1[CH:3]=[C:4]([CH2:9][C:10]([O:12][CH3:17])=[O:11])[CH:5]=[CH:6][C:7]=1[OH:8]. (6) Given the reactants Cl[C:2]1[N:7]=[CH:6][N:5]=[C:4]([NH:8][C:9]2[CH:10]=[C:11]([CH2:15][S:16]([NH2:19])(=[O:18])=[O:17])[CH:12]=[CH:13][CH:14]=2)[N:3]=1.[NH:20]1[C:29]2[C:24](=[CH:25][CH:26]=[CH:27][CH:28]=2)[CH2:23][CH2:22][CH2:21]1, predict the reaction product. The product is: [N:20]1([C:2]2[N:7]=[CH:6][N:5]=[C:4]([NH:8][C:9]3[CH:10]=[C:11]([CH2:15][S:16]([NH2:19])(=[O:18])=[O:17])[CH:12]=[CH:13][CH:14]=3)[N:3]=2)[C:29]2[C:24](=[CH:25][CH:26]=[CH:27][CH:28]=2)[CH2:23][CH2:22][CH2:21]1. (7) Given the reactants [F:1][C:2]1[CH:7]=[C:6](B2OC(C)(C)C(C)(C)O2)[CH:5]=[CH:4][C:3]=1[C:17]1[CH:18]=[C:19]2[C:23](=[C:24]([NH2:26])[CH:25]=1)[NH:22][CH:21]=[CH:20]2.Br[C:28]1[CH:33]=[CH:32][CH:31]=[CH:30][C:29]=1[S:34]([NH:37][C:38]1([CH2:43][OH:44])[CH2:42][CH2:41][CH2:40][CH2:39]1)(=[O:36])=[O:35], predict the reaction product. The product is: [NH2:26][C:24]1[CH:25]=[C:17]([C:3]2[CH:4]=[CH:5][C:6]([C:28]3[C:29]([S:34]([NH:37][C:38]4([CH2:43][OH:44])[CH2:42][CH2:41][CH2:40][CH2:39]4)(=[O:36])=[O:35])=[CH:30][CH:31]=[CH:32][CH:33]=3)=[CH:7][C:2]=2[F:1])[CH:18]=[C:19]2[C:23]=1[NH:22][CH:21]=[CH:20]2.